Dataset: Full USPTO retrosynthesis dataset with 1.9M reactions from patents (1976-2016). Task: Predict the reactants needed to synthesize the given product. (1) Given the product [CH2:11]([O:10][C:7]1[CH:8]=[CH:9][C:4]([C:2]([C:1]2[CH:6]=[CH:5][CH:4]=[CH:2][CH:1]=2)=[O:3])=[C:5]([O:18][CH2:33][CH2:32][CH2:31][CH2:30][C:29]([CH3:36])([C:27]#[N:28])[CH3:35])[CH:6]=1)[C:12]1[CH:17]=[CH:16][CH:15]=[CH:14][CH:13]=1, predict the reactants needed to synthesize it. The reactants are: [CH3:1][C:2]([C:4]1[CH:9]=[CH:8][C:7]([O:10][CH2:11][C:12]2[CH:17]=[CH:16][CH:15]=[CH:14][CH:13]=2)=[CH:6][C:5]=1[OH:18])=[O:3].C(=O)([O-])[O-].[K+].[K+].[I-].[K+].[C:27]([C:29]([CH3:36])([CH3:35])[CH2:30][CH2:31][CH2:32][CH2:33]Br)#[N:28]. (2) Given the product [CH3:39][O:38][C:28]1[CH:27]=[C:26]([NH:25][C:14]2[N:13]=[C:12]([C:10]([O:9][CH2:7][CH3:8])=[O:41])[CH:17]=[C:16]([CH2:18][O:19][CH2:20][C:21]([F:23])([F:24])[F:22])[N:15]=2)[CH:31]=[CH:30][C:29]=1[N:32]1[CH:36]=[C:35]([CH3:37])[N:34]=[CH:33]1, predict the reactants needed to synthesize it. The reactants are: I([O-])(=O)(=O)=O.[Na+].[CH2:7]([O:9][C:10]([C:12]1[CH:17]=[C:16]([CH2:18][O:19][CH2:20][C:21]([F:24])([F:23])[F:22])[N:15]=[C:14]([NH:25][C:26]2[CH:31]=[CH:30][C:29]([N:32]3[CH:36]=[C:35]([CH3:37])[N:34]=[CH:33]3)=[C:28]([O:38][CH3:39])[CH:27]=2)[N:13]=1)=C)[CH3:8].[Mn]([O-])(=O)(=O)=[O:41].